From a dataset of Drug-target binding data from BindingDB using Kd measurements. Regression. Given a target protein amino acid sequence and a drug SMILES string, predict the binding affinity score between them. We predict pKd (pKd = -log10(Kd in M); higher means stronger binding). Dataset: bindingdb_kd. (1) The compound is Cc1cc(Nc2cc(N3CCN(C)CC3)nc(Sc3ccc(NC(=O)C4CC4)cc3)n2)[nH]n1. The target protein sequence is MGCSQSSNVKDFKTRRSKFTNGNNYGKSGNNKNSEDLAINPGMYVRKKEGKIGESYFKVRKLGSGAYGEVLLCREKHGHGEKAIKVIKKSQFDKMKYSITNKIECDDKIHEEIYNEISLLKSLDHPNIIKLFDVFEDKKYFYLVTEFYEGGELFEQIINRHKFDECDAANIMKQILSGICYLHKHNIVHRDIKPENILLENKHSLLNIKIVDFGLSSFFSKDNKLRDRLGTAYYIAPEVLRKKYNEKCDVWSCGVILYILLCGYPPFGGQNDQDIIKKVEKGKYYFDFNDWKNISEEAKELIKLMLTYDYNKRITAKEALNSKWIKKYANNINKSDQKTLCGALSNMRKFEGSQKLAQAAILFIGSKLTTLEERKELTDIFKKLDKNGDGQLDKKELIEGYNILRSFKNELGELKNVEEEVDNILKEVDFDKNGYIEYSEFISVCMDKQILFSEERLRDAFNLFDTDKSGKITKEELANLFGLTSISEQMWNEVLGEADK.... The pKd is 5.0. (2) The pKd is 3.7. The drug is COc1c2ccoc2cc2oc(=O)ccc12. The target protein (P17658) has sequence MRSEKSLTLAAPGEVRGPEGEQQDAGDFPEAGGGGGCCSSERLVINISGLRFETQLRTLSLFPDTLLGDPGRRVRFFDPLRNEYFFDRNRPSFDAILYYYQSGGRLRRPVNVPLDIFLEEIRFYQLGDEALAAFREDEGCLPEGGEDEKPLPSQPFQRQVWLLFEYPESSGPARGIAIVSVLVILISIVIFCLETLPQFRVDGRGGNNGGVSRVSPVSRGSQEEEEDEDDSYTFHHGITPGEMGTGGSSSLSTLGGSFFTDPFFLVETLCIVWFTFELLVRFSACPSKPAFFRNIMNIIDLVAIFPYFITLGTELVQQQEQQPASGGGGQNGQQAMSLAILRVIRLVRVFRIFKLSRHSKGLQILGKTLQASMRELGLLIFFLFIGVILFSSAVYFAEADDDDSLFPSIPDAFWWAVVTMTTVGYGDMYPMTVGGKIVGSLCAIAGVLTIALPVPVIVSNFNYFYHRETEQEEQGQYTHVTCGQPAPDLRATDNGLGKPD.... (3) The compound is CO[C@@H]1[C@H](N(C)C(=O)c2ccccc2)C[C@H]2O[C@]1(C)n1c3ccccc3c3c4c(c5c6ccccc6n2c5c31)C(=O)N[C@H]4O. The target protein (Q8IWQ3) has sequence MTSTGKDGGAQHAQYVGPYRLEKTLGKGQTGLVKLGVHCVTCQKVAIKIVNREKLSESVLMKVEREIAILKLIEHPHVLKLHDVYENKKYLYLVLEHVSGGELFDYLVKKGRLTPKEARKFFRQIISALDFCHSHSICHRDLKPENLLLDEKNNIRIADFGMASLQVGDSLLETSCGSPHYACPEVIRGEKYDGRKADVWSCGVILFALLVGALPFDDDNLRQLLEKVKRGVFHMPHFIPPDCQSLLRGMIEVDAARRLTLEHIQKHIWYIGGKNEPEPEQPIPRKVQIRSLPSLEDIDPDVLDSMHSLGCFRDRNKLLQDLLSEEENQEKMIYFLLLDRKERYPSQEDEDLPPRNEIDPPRKRVDSPMLNRHGKRRPERKSMEVLSVTDGGSPVPARRAIEMAQHGQRSRSISGASSGLSTSPLSSPRVTPHPSPRGSPLPTPKGTPVHTPKESPAGTPNPTPPSSPSVGGVPWRARLNSIKNSFLGSPRFHRRKLQVP.... The pKd is 5.0. (4) The drug is Cc1c(O)cc2c(c1C)O[C@](C)(CCCC(C)C)CC2. The target protein (O60346) has sequence MEPAAAATVQRLPELGREDRASAPAAAAAAAAAAAAAAAALAAAAGGGRSPEPALTPAAPSGGNGSGSGAREEAPGEAPPGPLPGRAGGAGRRRRRGAPQPIAGGAAPVPGAGGGANSLLLRRGRLKRNLSAAAAAASSSSSSSAAAASHSPGAAGLPASCSASASLCTRSLDRKTLLLKHRQTLQLQPSDRDWVRHQLQRGCVHVFDRHMASTYLRPVLCTLDTTAGEVAARLLQLGHKGGGVVKVLGQGPGAAAAREPAEPPPEAGPRLAPPEPRDSEVPPARSAPGAFGGPPRAPPADLPLPVGGPGGWSRRASPAPSDSSPGEPFVGGPVSSPRAPRPVVSDTESFSLSPSAESVSDRLDPYSSGGGSSSSSEELEADAASAPTGVPGQPRRPGHPAQPLPLPQTASSPQPQQKAPRAIDSPGGAVREGSCEEKAAAAVAPGGLQSTPGRSGVTAEKAPPPPPPPTLYVQLHGETTRRLEAEEKPLQIQNDYLFQL.... The pKd is 6.2. (5) The small molecule is Cc1sc2c(c1C)C(c1ccc(Cl)cc1)=N[C@@H](CC(=O)OC(C)(C)C)c1nnc(C)n1-2. The target protein sequence is NPPPPETSNPNKPKRQTNQLQYLLRVVLKTLWKHQFAWPFQQPVDAVKLNLPDYYKIIKTPMDMGTIKKRLENNYYWNAQECIQDFNTMFTNCYIFNKPGDDIVLMAEALEKLFLQKINELPT. The pKd is 9.0. (6) The compound is C[N+]1(C)[C@H]2CC(OC(=O)[C@H](CO)c3ccccc3)C[C@@H]1[C@H]1O[C@@H]21. The target protein sequence is MTLHSQSTTSPLFPQISSSWVHSPSEAGLPLGTVTQLGSYQISQETGQFSSQDTSSDPLGGHTIWQVVFIAFLTGFLALVTIIGNILVIVAFKVNKQLKTVNNYFLLSLASADLIIGVISMNLFTTYIIMNRWALGNLACDLWLSIDYVASNASVMNLLVISFDRYFSITRPLTYRAKRCTKRAGVMIGLAWVISFVLWAPAILFWQYFVGKRTVPPGECFIQFLSEPTITFGTAIAAFYMPVTIMTILYWRIYKETEKRTKELAGLQASGTEIEGRIEGRIEGRTRSQITKRKRMSLIKEKKAAQTLSAILLAFIITWTPYNIMVLVNTFADSAIPKTYWNLGYWLCYINSTVNPVAYALSNKTFRTTFKTLLLSQSDKRKRRKQQYQQRQSVIFHKRVPEQAL. The pKd is 9.1.